From a dataset of Merck oncology drug combination screen with 23,052 pairs across 39 cell lines. Regression. Given two drug SMILES strings and cell line genomic features, predict the synergy score measuring deviation from expected non-interaction effect. (1) Drug 1: CCN(CC)CCNC(=O)c1c(C)[nH]c(C=C2C(=O)Nc3ccc(F)cc32)c1C. Drug 2: O=C(O)C1(Cc2cccc(Nc3nccs3)n2)CCC(Oc2cccc(Cl)c2F)CC1. Cell line: SW837. Synergy scores: synergy=-5.10. (2) Drug 1: O=P1(N(CCCl)CCCl)NCCCO1. Drug 2: CNC(=O)c1cc(Oc2ccc(NC(=O)Nc3ccc(Cl)c(C(F)(F)F)c3)cc2)ccn1. Cell line: A375. Synergy scores: synergy=13.8.